Dataset: NCI-60 drug combinations with 297,098 pairs across 59 cell lines. Task: Regression. Given two drug SMILES strings and cell line genomic features, predict the synergy score measuring deviation from expected non-interaction effect. (1) Drug 1: CN(C)N=NC1=C(NC=N1)C(=O)N. Drug 2: C1C(C(OC1N2C=NC3=C(N=C(N=C32)Cl)N)CO)O. Cell line: DU-145. Synergy scores: CSS=0.484, Synergy_ZIP=0.241, Synergy_Bliss=0.0666, Synergy_Loewe=-2.86, Synergy_HSA=-3.46. (2) Drug 1: CN1CCC(CC1)COC2=C(C=C3C(=C2)N=CN=C3NC4=C(C=C(C=C4)Br)F)OC. Drug 2: CCC1(C2=C(COC1=O)C(=O)N3CC4=CC5=C(C=CC(=C5CN(C)C)O)N=C4C3=C2)O.Cl. Cell line: IGROV1. Synergy scores: CSS=57.2, Synergy_ZIP=-6.49, Synergy_Bliss=-4.18, Synergy_Loewe=-3.71, Synergy_HSA=-1.31. (3) Drug 1: CC1=CC=C(C=C1)C2=CC(=NN2C3=CC=C(C=C3)S(=O)(=O)N)C(F)(F)F. Drug 2: CCC1(CC2CC(C3=C(CCN(C2)C1)C4=CC=CC=C4N3)(C5=C(C=C6C(=C5)C78CCN9C7C(C=CC9)(C(C(C8N6C)(C(=O)OC)O)OC(=O)C)CC)OC)C(=O)OC)O.OS(=O)(=O)O. Cell line: SK-MEL-5. Synergy scores: CSS=3.47, Synergy_ZIP=0.386, Synergy_Bliss=3.30, Synergy_Loewe=1.78, Synergy_HSA=1.15. (4) Drug 1: C1CCC(CC1)NC(=O)N(CCCl)N=O. Drug 2: CC1=C(C(=CC=C1)Cl)NC(=O)C2=CN=C(S2)NC3=CC(=NC(=N3)C)N4CCN(CC4)CCO. Cell line: A549. Synergy scores: CSS=34.5, Synergy_ZIP=-7.77, Synergy_Bliss=-0.756, Synergy_Loewe=-17.0, Synergy_HSA=2.27. (5) Drug 1: CC1=CC2C(CCC3(C2CCC3(C(=O)C)OC(=O)C)C)C4(C1=CC(=O)CC4)C. Drug 2: CC1CCCC2(C(O2)CC(NC(=O)CC(C(C(=O)C(C1O)C)(C)C)O)C(=CC3=CSC(=N3)C)C)C. Cell line: EKVX. Synergy scores: CSS=1.08, Synergy_ZIP=-2.26, Synergy_Bliss=-3.69, Synergy_Loewe=-4.15, Synergy_HSA=-4.15. (6) Drug 1: CC(CN1CC(=O)NC(=O)C1)N2CC(=O)NC(=O)C2. Drug 2: C1CN1P(=S)(N2CC2)N3CC3. Cell line: MALME-3M. Synergy scores: CSS=15.3, Synergy_ZIP=-5.32, Synergy_Bliss=0.514, Synergy_Loewe=0.707, Synergy_HSA=1.18. (7) Drug 1: C1=CC(=C2C(=C1NCCNCCO)C(=O)C3=C(C=CC(=C3C2=O)O)O)NCCNCCO. Drug 2: CN(CCCl)CCCl.Cl. Cell line: SW-620. Synergy scores: CSS=58.0, Synergy_ZIP=1.65, Synergy_Bliss=1.13, Synergy_Loewe=1.51, Synergy_HSA=4.36.